From a dataset of Forward reaction prediction with 1.9M reactions from USPTO patents (1976-2016). Predict the product of the given reaction. (1) Given the reactants [C:1](O[K])(C)(C)C.[Br:7][C:8]1[C:9]([CH3:16])=[C:10]([NH2:15])[C:11]([Cl:14])=[N:12][CH:13]=1.CI, predict the reaction product. The product is: [Br:7][C:8]1[C:9]([CH3:16])=[C:10]([NH:15][CH3:1])[C:11]([Cl:14])=[N:12][CH:13]=1. (2) Given the reactants [C:1]1([NH2:8])[CH:6]=[CH:5][CH:4]=[CH:3][C:2]=1[NH2:7].[C:9](O)(=O)[CH2:10][C:11](O)=O.[OH-].[NH4+:17], predict the reaction product. The product is: [CH2:10]([C:11]1[NH:7][C:2]2[CH:3]=[CH:4][CH:5]=[CH:6][C:1]=2[N:17]=1)[C:9]1[NH:8][C:1]2[CH:6]=[CH:5][CH:4]=[CH:3][C:2]=2[N:7]=1. (3) Given the reactants [Cl:1][C:2]1[CH:7]=[CH:6][CH:5]=[C:4]([Cl:8])[C:3]=1/[CH:9]=[CH:10]/[C:11]1[CH:16]=[CH:15][C:14]2[C:17]3([CH2:32][O:33][C:13]=2[CH:12]=1)[CH2:22][CH2:21][N:20]([CH2:23][CH2:24][C:25]([O:27]C(C)(C)C)=[O:26])[CH2:19][CH2:18]3.O1CCOCC1, predict the reaction product. The product is: [ClH:1].[Cl:1][C:2]1[CH:7]=[CH:6][CH:5]=[C:4]([Cl:8])[C:3]=1/[CH:9]=[CH:10]/[C:11]1[CH:16]=[CH:15][C:14]2[C:17]3([CH2:32][O:33][C:13]=2[CH:12]=1)[CH2:22][CH2:21][N:20]([CH2:23][CH2:24][C:25]([OH:27])=[O:26])[CH2:19][CH2:18]3. (4) The product is: [F:20][C:19]([F:21])([F:22])[C:18]([NH:17][CH2:16][CH2:15][CH2:14][C:10]1[CH:11]=[CH:12][CH:13]=[C:8]([C:5]#[C:4][CH2:3][CH:2]([OH:6])[CH3:1])[CH:9]=1)=[O:23]. Given the reactants [CH3:1][CH:2]([OH:6])[CH2:3][C:4]#[CH:5].Br[C:8]1[CH:9]=[C:10]([CH2:14][CH2:15][CH2:16][NH:17][C:18](=[O:23])[C:19]([F:22])([F:21])[F:20])[CH:11]=[CH:12][CH:13]=1, predict the reaction product. (5) The product is: [Cl:1][C:2]1[CH:7]=[CH:6][C:5]([CH:8]2[CH2:13][C:12](=[O:14])[NH:11][C:10]([CH3:15])=[C:9]2[C:16]([NH:20][C:21]2[CH:22]=[C:23]3[C:27](=[C:28]([Cl:30])[CH:29]=2)[NH:26][N:25]=[CH:24]3)=[O:18])=[C:4]([F:19])[CH:3]=1. Given the reactants [Cl:1][C:2]1[CH:7]=[CH:6][C:5]([CH:8]2[CH2:13][C:12](=[O:14])[NH:11][C:10]([CH3:15])=[C:9]2[C:16]([OH:18])=O)=[C:4]([F:19])[CH:3]=1.[NH2:20][C:21]1[CH:22]=[C:23]2[C:27](=[C:28]([Cl:30])[CH:29]=1)[NH:26][N:25]=[CH:24]2.C(Cl)CCl.CCN(CC)CC, predict the reaction product. (6) Given the reactants CS(C1[CH:10]=[CH:9][C:8]([C:11]2[CH:16]=[CH:15][C:14]([C:17](=[C:25]3[CH2:30][C:29]([CH3:32])([CH3:31])[CH2:28][C:27]([CH3:34])([CH3:33])[CH2:26]3)[C:18]3[CH:23]=[CH:22][C:21]([OH:24])=[CH:20][CH:19]=3)=[CH:13][CH:12]=2)=[CH:7]C=1)(=O)=O.BrC1C=CC(C(=C2CC(C)(C)CC(C)(C)C2)C2C=CC([OH:49])=CC=2)=CC=1.O1C=CC(B(O)O)=C1.C([O-])([O-])=O.[Na+].[Na+], predict the reaction product. The product is: [O:49]1[CH:10]=[CH:9][C:8]([C:11]2[CH:16]=[CH:15][C:14]([C:17](=[C:25]3[CH2:30][C:29]([CH3:32])([CH3:31])[CH2:28][C:27]([CH3:33])([CH3:34])[CH2:26]3)[C:18]3[CH:23]=[CH:22][C:21]([OH:24])=[CH:20][CH:19]=3)=[CH:13][CH:12]=2)=[CH:7]1. (7) The product is: [CH3:18][O:19][CH2:20][O:6][CH:2]1[CH2:3][CH2:4][CH2:5][CH:1]1[OH:7]. Given the reactants [CH:1]1([OH:7])[CH2:5][CH2:4][CH2:3][CH:2]1[OH:6].C(N(C(C)C)C(C)C)C.Cl[CH2:18][O:19][CH3:20], predict the reaction product. (8) Given the reactants C(=O)([O-])[O-].[K+].[K+].Cl[CH2:8][CH2:9][CH2:10][CH:11]([C:17]([O:19][CH2:20][CH3:21])=[O:18])[C:12]([O:14][CH2:15][CH3:16])=[O:13].[F:22][C:23]1[CH:28]=[CH:27][CH:26]=[CH:25][C:24]=1[CH2:29][O:30][C:31]1[CH:36]=[C:35]([C:37]2[CH:42]=[CH:41][CH:40]=[CH:39][CH:38]=2)[N:34]=[C:33]([C:43]2[CH:44]=[C:45]3[C:50](=[CH:51][CH:52]=2)[CH:49]=[C:48]([OH:53])[CH:47]=[CH:46]3)[N:32]=1, predict the reaction product. The product is: [CH2:15]([O:14][C:12](=[O:13])[CH:11]([CH2:10][CH2:9][CH2:8][O:53][C:48]1[CH:47]=[CH:46][C:45]2[C:50](=[CH:51][CH:52]=[C:43]([C:33]3[N:32]=[C:31]([O:30][CH2:29][C:24]4[CH:25]=[CH:26][CH:27]=[CH:28][C:23]=4[F:22])[CH:36]=[C:35]([C:37]4[CH:38]=[CH:39][CH:40]=[CH:41][CH:42]=4)[N:34]=3)[CH:44]=2)[CH:49]=1)[C:17]([O:19][CH2:20][CH3:21])=[O:18])[CH3:16]. (9) Given the reactants [CH3:1][N:2]1[CH:6]=[C:5]([C:7]2[CH:12]=C(C#N)[CH:10]=[CH:9][N:8]=2)[N:4]=[CH:3]1.[OH-:15].[Na+].[CH3:17][CH2:18][OH:19], predict the reaction product. The product is: [CH3:1][N:2]1[CH:6]=[C:5]([C:7]2[CH:12]=[C:17]([C:18]([OH:15])=[O:19])[CH:10]=[CH:9][N:8]=2)[N:4]=[CH:3]1.